Dataset: Catalyst prediction with 721,799 reactions and 888 catalyst types from USPTO. Task: Predict which catalyst facilitates the given reaction. (1) Product: [N+:1]([C:4]1[C:5]([Cl:19])=[C:6]([CH:15]=[CH:16][C:17]=1[Cl:18])[CH2:7][NH2:8])([O-:3])=[O:2]. Reactant: [N+:1]([C:4]1[C:5]([Cl:19])=[C:6]([CH:15]=[CH:16][C:17]=1[Cl:18])[CH2:7][NH:8]C(=O)C(F)(F)F)([O-:3])=[O:2].[OH-].[Na+]. The catalyst class is: 5. (2) Reactant: [F:1][C:2]1[CH:3]=[CH:4][C:5]2[C:15](=[O:16])[C:14]([C:17]([O:19]CC)=[O:18])=[CH:13][N:7]3[C@@H:8]([CH3:12])[CH2:9][O:10][C:11]=1[C:6]=23.C(O)(=O)C.Cl.O. Product: [F:1][C:2]1[CH:3]=[CH:4][C:5]2[C:15](=[O:16])[C:14]([C:17]([OH:19])=[O:18])=[CH:13][N:7]3[C@@H:8]([CH3:12])[CH2:9][O:10][C:11]=1[C:6]=23. The catalyst class is: 8. (3) Reactant: FC(F)(F)C(O)=O.[Cl:8][C:9]1[N:10]=[C:11]([N:18]2[CH2:23][CH2:22][O:21][CH2:20][CH2:19]2)[C:12]2[CH2:17][NH:16][CH2:15][C:13]=2[N:14]=1.CCN(CC)CC.[CH3:31][O:32][C:33](Cl)=[O:34].[OH-].[Na+]. Product: [Cl:8][C:9]1[N:10]=[C:11]([N:18]2[CH2:19][CH2:20][O:21][CH2:22][CH2:23]2)[C:12]2[CH2:17][N:16]([C:33]([O:32][CH3:31])=[O:34])[CH2:15][C:13]=2[N:14]=1. The catalyst class is: 3. (4) Product: [F:1][C:2]1[CH:7]=[CH:6][C:5]([N:8]2[C:12]3[CH:13]=[C:14]4[C@:19]([CH2:21][N:38]5[CH2:42][CH2:41][C@H:40]([OH:43])[CH2:39]5)([CH2:20][C:11]=3[CH:10]=[N:9]2)[CH2:18][N:17]([S:23]([C:26]2[CH:27]=[N:28][C:29]([N:32]3[CH2:37][CH2:36][O:35][CH2:34][CH2:33]3)=[CH:30][CH:31]=2)(=[O:24])=[O:25])[CH2:16][CH2:15]4)=[CH:4][CH:3]=1. Reactant: [F:1][C:2]1[CH:7]=[CH:6][C:5]([N:8]2[C:12]3[CH:13]=[C:14]4[C@:19]([CH:21]=O)([CH2:20][C:11]=3[CH:10]=[N:9]2)[CH2:18][N:17]([S:23]([C:26]2[CH:27]=[N:28][C:29]([N:32]3[CH2:37][CH2:36][O:35][CH2:34][CH2:33]3)=[CH:30][CH:31]=2)(=[O:25])=[O:24])[CH2:16][CH2:15]4)=[CH:4][CH:3]=1.[NH:38]1[CH2:42][CH2:41][C@H:40]([OH:43])[CH2:39]1.C(O[BH-](OC(=O)C)OC(=O)C)(=O)C.[Na+]. The catalyst class is: 576. (5) Reactant: Br[C:2]1[CH:3]=[CH:4][C:5]([O:8][CH2:9][C:10]2[C:11]([C:16]3[CH:21]=[CH:20][C:19]([F:22])=[CH:18][CH:17]=3)=[N:12][O:13][C:14]=2[CH3:15])=[N:6][CH:7]=1.C([Li])CCC.[O:28]1[CH2:31][C:30](=[O:32])[CH2:29]1.CO. Product: [F:22][C:19]1[CH:20]=[CH:21][C:16]([C:11]2[C:10]([CH2:9][O:8][C:5]3[N:6]=[CH:7][C:2]([C:30]4([OH:32])[CH2:31][O:28][CH2:29]4)=[CH:3][CH:4]=3)=[C:14]([CH3:15])[O:13][N:12]=2)=[CH:17][CH:18]=1. The catalyst class is: 1.